Dataset: Catalyst prediction with 721,799 reactions and 888 catalyst types from USPTO. Task: Predict which catalyst facilitates the given reaction. (1) Reactant: [Si]([O:18][CH2:19][C:20]1[C:21]([O:44][CH2:45][CH:46]2[CH2:48][CH2:47]2)=[CH:22][C:23]2[O:27][N:26]=[C:25]([CH2:28][CH2:29][CH:30]3[CH2:35][CH2:34][N:33]([C:36]([O:38][C:39]([CH3:42])([CH3:41])[CH3:40])=[O:37])[CH2:32][CH2:31]3)[C:24]=2[CH:43]=1)(C(C)(C)C)(C1C=CC=CC=1)C1C=CC=CC=1.[F-].C([N+](CCCC)(CCCC)CCCC)CCC.[Cl-].[NH4+]. Product: [CH:46]1([CH2:45][O:44][C:21]2[C:20]([CH2:19][OH:18])=[CH:43][C:24]3[C:25]([CH2:28][CH2:29][CH:30]4[CH2:35][CH2:34][N:33]([C:36]([O:38][C:39]([CH3:42])([CH3:40])[CH3:41])=[O:37])[CH2:32][CH2:31]4)=[N:26][O:27][C:23]=3[CH:22]=2)[CH2:47][CH2:48]1. The catalyst class is: 7. (2) Reactant: [C:1]([O:5][C:6]([N:8]1[CH2:13][CH2:12][C:11]([CH3:17])([C:14]([OH:16])=[O:15])[CH2:10][CH2:9]1)=[O:7])([CH3:4])([CH3:3])[CH3:2].[CH3:18][Si](C=[N+]=[N-])(C)C. Product: [CH3:17][C:11]1([C:14]([O:16][CH3:18])=[O:15])[CH2:12][CH2:13][N:8]([C:6]([O:5][C:1]([CH3:4])([CH3:2])[CH3:3])=[O:7])[CH2:9][CH2:10]1. The catalyst class is: 442. (3) Reactant: Cl[CH2:2][C:3]1[S:4][CH:5]=[CH:6][C:7]=1[S:8]([N:11]([CH3:26])[C:12]1[CH:13]=[CH:14][CH:15]=[C:16]2[C:20]=1[NH:19][C:18]([C:21]1[S:22][CH:23]=[CH:24][N:25]=1)=[CH:17]2)(=[O:10])=[O:9].[CH3:27][S-:28].[Na+]. Product: [CH3:26][N:11]([C:12]1[CH:13]=[CH:14][CH:15]=[C:16]2[C:20]=1[NH:19][C:18]([C:21]1[S:22][CH:23]=[CH:24][N:25]=1)=[CH:17]2)[S:8]([C:7]1[CH:6]=[CH:5][S:4][C:3]=1[CH2:2][S:28][CH3:27])(=[O:10])=[O:9]. The catalyst class is: 7. (4) Reactant: [C:1]1([S:7]([N:10]2[C:18]3[C:13](=[CH:14][C:15]([C:20](=[N:22][S@:23]([C:25]([CH3:28])([CH3:27])[CH3:26])=[O:24])[CH3:21])=[CH:16][C:17]=3[F:19])[CH:12]=[C:11]2[CH3:29])(=[O:9])=[O:8])[CH:6]=[CH:5][CH:4]=[CH:3][CH:2]=1.CCC(C)[BH-](C(C)CC)C(C)CC.[Li+]. Product: [C:1]1([S:7]([N:10]2[C:18]3[C:13](=[CH:14][C:15]([C@H:20]([NH:22][S@:23]([C:25]([CH3:28])([CH3:27])[CH3:26])=[O:24])[CH3:21])=[CH:16][C:17]=3[F:19])[CH:12]=[C:11]2[CH3:29])(=[O:9])=[O:8])[CH:2]=[CH:3][CH:4]=[CH:5][CH:6]=1. The catalyst class is: 1. (5) Reactant: C([O:3][C:4](=O)/[C:5](/[CH3:20])=[CH:6]/[C:7]1[CH:16]=[CH:15][C:10]([C:11]([O:13][CH3:14])=[O:12])=[CH:9][C:8]=1[N+:17]([O-])=O)C. Product: [CH3:20][CH:5]1[CH2:6][C:7]2[C:8](=[CH:9][C:10]([C:11]([O:13][CH3:14])=[O:12])=[CH:15][CH:16]=2)[NH:17][C:4]1=[O:3]. The catalyst class is: 63. (6) Reactant: [H-].[Na+].[CH3:3][O:4][C:5]1[CH:10]=[CH:9][C:8]([OH:11])=[CH:7][CH:6]=1.Br[C:13]1[CH:14]=[N:15][CH:16]=[C:17]([Br:19])[CH:18]=1.[OH-].[Na+]. Product: [Br:19][C:17]1[CH:16]=[N:15][CH:14]=[C:13]([O:11][C:8]2[CH:9]=[CH:10][C:5]([O:4][CH3:3])=[CH:6][CH:7]=2)[CH:18]=1. The catalyst class is: 18. (7) Reactant: [F:1][C:2]1[CH:14]=[CH:13][C:5]([CH2:6][CH:7]2[CH2:12][CH2:11][NH:10][CH2:9][CH2:8]2)=[CH:4][CH:3]=1.[CH3:15][C:16]([CH:18]=[CH2:19])=[O:17]. Product: [F:1][C:2]1[CH:3]=[CH:4][C:5]([CH2:6][CH:7]2[CH2:8][CH2:9][N:10]([CH2:19][CH2:18][C:16](=[O:17])[CH3:15])[CH2:11][CH2:12]2)=[CH:13][CH:14]=1. The catalyst class is: 32.